Dataset: Full USPTO retrosynthesis dataset with 1.9M reactions from patents (1976-2016). Task: Predict the reactants needed to synthesize the given product. (1) Given the product [Cl:1][C:2]1[N:7]=[C:6]([C:8]([O-:10])=[O:9])[C:5]([CH3:12])=[CH:4][CH:3]=1.[K+:14], predict the reactants needed to synthesize it. The reactants are: [Cl:1][C:2]1[N:7]=[C:6]([C:8]([O:10]C)=[O:9])[C:5]([CH3:12])=[CH:4][CH:3]=1.[OH-].[K+:14]. (2) The reactants are: Br[CH2:2][C:3]([C:5]1[CH:10]=[CH:9][CH:8]=[CH:7][CH:6]=1)=O.[NH2:11][C:12]1[N:17]=[C:16]([NH2:18])[CH:15]=[CH:14][N:13]=1. Given the product [C:5]1([C:3]2[N:11]=[C:12]3[N:17]=[C:16]([NH2:18])[CH:15]=[CH:14][N:13]3[CH:2]=2)[CH:10]=[CH:9][CH:8]=[CH:7][CH:6]=1, predict the reactants needed to synthesize it. (3) Given the product [Br:12][C:10]1[CH:9]=[CH:8][C:7]([OH:11])=[CH:6][C:5]=1[C:1]([CH3:4])([CH3:2])[CH3:3], predict the reactants needed to synthesize it. The reactants are: [C:1]([C:5]1[CH:6]=[C:7]([OH:11])[CH:8]=[CH:9][CH:10]=1)([CH3:4])([CH3:3])[CH3:2].[Br:12]N1C(=O)CCC1=O. (4) Given the product [F:41][C:40]([F:43])([F:42])[C:38]([OH:44])=[O:39].[CH3:1][O:2][C:3](=[O:37])[C@@H:4]([NH:14][C:15]([C:17]1[S:18][C:19]([C:26](=[O:36])[NH:27][CH2:28][C:29]2[CH:34]=[CH:33][CH:32]=[C:31]([OH:35])[CH:30]=2)=[CH:20][C:21]=1[C:22]([F:25])([F:23])[F:24])=[O:16])[CH2:5][NH2:6], predict the reactants needed to synthesize it. The reactants are: [CH3:1][O:2][C:3](=[O:37])[C@@H:4]([NH:14][C:15]([C:17]1[S:18][C:19]([C:26](=[O:36])[NH:27][CH2:28][C:29]2[CH:34]=[CH:33][CH:32]=[C:31]([OH:35])[CH:30]=2)=[CH:20][C:21]=1[C:22]([F:25])([F:24])[F:23])=[O:16])[CH2:5][NH:6]C(OC(C)(C)C)=O.[C:38]([OH:44])([C:40]([F:43])([F:42])[F:41])=[O:39]. (5) Given the product [CH3:33][C:31]1[N:32]=[C:28]([CH2:26][C:17]2[C:18]3[C:24]([CH:23]=[CH:22][CH:21]=[CH:20][CH:19]=3)=[CH:25][C:16]=2[CH3:15])[S:29][CH:30]=1, predict the reactants needed to synthesize it. The reactants are: C([SiH](CC)CC)C.FC(F)(F)C(O)=O.[CH3:15][C:16]1[CH:25]=[C:24]2[C:18](=[CH:19][CH:20]=[CH:21][CH:22]=[CH:23]2)[C:17]=1[CH:26]([C:28]1[S:29][CH:30]=[C:31]([CH3:33])[N:32]=1)O.[OH-].[K+].